This data is from Reaction yield outcomes from USPTO patents with 853,638 reactions. The task is: Predict the reaction yield, written as a fraction of the theoretical maximum amount of product (1.0 means a 100% yield; for example, 0.34 means a 34% yield). (1) The reactants are [CH3:1][O:2][C:3]1[CH:4]=[CH:5][C:6]([CH2:21][CH:22]2[S:26][C:25](=[O:27])[NH:24][C:23]2=[O:28])=[C:7]2[C:12]=1[N:11]([CH2:13][CH:14]1[CH2:19][CH2:18][NH:17][CH2:16][CH2:15]1)[C:10](=[O:20])[CH2:9][CH2:8]2.CN(C=O)C.[CH3:34][C:35]1[CH:42]=[CH:41][CH:40]=[CH:39][C:36]=1[CH:37]=O.C(N(C(C)C)CC)(C)C. The catalyst is C(O)(=O)C. The product is [CH3:1][O:2][C:3]1[CH:4]=[CH:5][C:6]([CH2:21][CH:22]2[S:26][C:25](=[O:27])[NH:24][C:23]2=[O:28])=[C:7]2[C:12]=1[N:11]([CH2:13][CH:14]1[CH2:15][CH2:16][N:17]([CH2:34][C:35]3[CH:42]=[CH:41][CH:40]=[CH:39][C:36]=3[CH3:37])[CH2:18][CH2:19]1)[C:10](=[O:20])[CH2:9][CH2:8]2. The yield is 0.505. (2) The reactants are [Br:1][C:2]1[CH:3]=[C:4]([CH:8]=[CH:9][C:10]=1[CH3:11])[C:5]([OH:7])=[O:6].S(=O)(=O)(O)O.[CH3:17]O. No catalyst specified. The product is [Br:1][C:2]1[CH:3]=[C:4]([CH:8]=[CH:9][C:10]=1[CH3:11])[C:5]([O:7][CH3:17])=[O:6]. The yield is 0.940. (3) The reactants are I[C:2]1[N:24]([S:25]([C:28]2[CH:33]=[CH:32][CH:31]=[CH:30][CH:29]=2)(=[O:27])=[O:26])[C:5]2=[N:6][CH:7]=[CH:8][C:9]([C:10]3[CH:15]=[CH:14][C:13]([S:16]([N:19]4[CH2:23][CH2:22][CH2:21][CH2:20]4)(=[O:18])=[O:17])=[CH:12][CH:11]=3)=[C:4]2[CH:3]=1.[CH3:34][Si:35]([C:38]#[CH:39])([CH3:37])[CH3:36].O. The catalyst is C1COCC1.[Cu]I.Cl[Pd](Cl)([P](C1C=CC=CC=1)(C1C=CC=CC=1)C1C=CC=CC=1)[P](C1C=CC=CC=1)(C1C=CC=CC=1)C1C=CC=CC=1. The yield is 0.790. The product is [C:28]1([S:25]([N:24]2[C:5]3=[N:6][CH:7]=[CH:8][C:9]([C:10]4[CH:15]=[CH:14][C:13]([S:16]([N:19]5[CH2:23][CH2:22][CH2:21][CH2:20]5)(=[O:18])=[O:17])=[CH:12][CH:11]=4)=[C:4]3[CH:3]=[C:2]2[C:39]#[C:38][Si:35]([CH3:37])([CH3:36])[CH3:34])(=[O:27])=[O:26])[CH:33]=[CH:32][CH:31]=[CH:30][CH:29]=1. (4) The reactants are [Cl:1][C:2]1[CH:18]=[CH:17][C:5]2[CH2:6][CH2:7][N:8]([C:11](=[O:16])[C:12]([F:15])([F:14])[F:13])[CH2:9][CH2:10][C:4]=2[C:3]=1OS(C(F)(F)F)(=O)=O.[C:27]([C:31]1[CH:38]=[CH:37][C:34]([CH2:35][NH2:36])=[CH:33][CH:32]=1)([CH3:30])([CH3:29])[CH3:28]. No catalyst specified. The product is [C:27]([C:31]1[CH:32]=[CH:33][C:34]([CH2:35][NH:36][C:3]2[C:4]3[CH2:10][CH2:9][N:8]([C:11](=[O:16])[C:12]([F:15])([F:14])[F:13])[CH2:7][CH2:6][C:5]=3[CH:17]=[CH:18][C:2]=2[Cl:1])=[CH:37][CH:38]=1)([CH3:30])([CH3:28])[CH3:29]. The yield is 0.780. (5) The reactants are Cl[C:2]1[CH:21]=[CH:20][C:5]([C:6]([NH:8][CH2:9][C:10]2[CH:15]=[CH:14][C:13]([C:16]([F:19])([F:18])[F:17])=[CH:12][CH:11]=2)=[O:7])=[CH:4][N:3]=1.NC(N)=[S:24].CCO.Cl.O.C(=O)([O-])[O-].[Na+].[Na+].[OH-].[Na+]. No catalyst specified. The product is [SH:24][C:2]1[CH:21]=[CH:20][C:5]([C:6]([NH:8][CH2:9][C:10]2[CH:15]=[CH:14][C:13]([C:16]([F:19])([F:18])[F:17])=[CH:12][CH:11]=2)=[O:7])=[CH:4][N:3]=1. The yield is 0.860. (6) The reactants are Cl.[N:2]1[CH:7]=[CH:6][CH:5]=[C:4]([CH2:8][C:9]([OH:11])=O)[CH:3]=1.[P:12]([OH:15])([OH:14])[OH:13].[P:16](=O)([OH:19])([OH:18])[OH:17].P(Cl)(Cl)(Cl)=O. The catalyst is O.C1(C)C=CC=CC=1. The product is [CH:6]1[CH:7]=[N:2][CH:3]=[C:4]([CH2:8][C:9]([P:16]([OH:19])([OH:18])=[O:17])([P:12]([OH:15])([OH:14])=[O:13])[OH:11])[CH:5]=1. The yield is 0.840. (7) The reactants are [NH2:1][C:2]1[CH:18]=[CH:17][CH:16]=[C:15]([CH3:19])[C:3]=1[C:4]([NH:6][CH:7]1[CH2:12][CH2:11][C:10](=[O:13])[NH:9][C:8]1=[O:14])=[O:5].[C:20](OCC)(OCC)(OCC)[CH3:21]. The catalyst is CN(C=O)C. The product is [CH3:20][C:21]1[N:6]([CH:7]2[CH2:12][CH2:11][C:10](=[O:13])[NH:9][C:8]2=[O:14])[C:4](=[O:5])[C:3]2[C:2](=[CH:18][CH:17]=[CH:16][C:15]=2[CH3:19])[N:1]=1. The yield is 0.430.